This data is from Reaction yield outcomes from USPTO patents with 853,638 reactions. The task is: Predict the reaction yield, written as a fraction of the theoretical maximum amount of product (1.0 means a 100% yield; for example, 0.34 means a 34% yield). (1) The reactants are [CH3:1][C:2]1[C:10]2[C:5](=[N:6][CH:7]=[N:8][C:9]=2[NH2:11])[N:4]([C@H:12]2[CH2:17][CH2:16][C@@H:15]([N:18]3[CH2:23][CH2:22][N:21]([CH3:24])[CH2:20][CH2:19]3)[CH2:14][CH2:13]2)[N:3]=1.[CH:25]([C:27]1[CH:32]=[CH:31]C(B(O)O)=[CH:29][CH:28]=1)=[O:26].C(=O)([O-])[O-].[Na+].[Na+].COCCOC. The catalyst is O. The product is [NH2:11][C:9]1[N:8]=[CH:7][N:6]=[C:5]2[N:4]([CH:12]3[CH2:17][CH2:16][CH:15]([N:18]4[CH2:19][CH2:20][N:21]([CH3:24])[CH2:22][CH2:23]4)[CH2:14][CH2:13]3)[N:3]=[C:2]([C:1]3[CH:31]=[CH:32][C:27]([CH:25]=[O:26])=[CH:28][CH:29]=3)[C:10]=12. The yield is 0.540. (2) The reactants are [SH:1][C:2]1[S:3][C:4]2[CH:10]=[CH:9][C:8]([C:11]([F:14])([F:13])[F:12])=[CH:7][C:5]=2[N:6]=1.Cl[C:16]1[C:21]([Cl:22])=[CH:20][C:19]([N+:23]([O-:25])=[O:24])=[CH:18][C:17]=1[C:26](=[O:28])[CH3:27].[H-].[Na+]. The catalyst is CN(C=O)C. The product is [Cl:22][C:21]1[C:16]([S:1][C:2]2[S:3][C:4]3[CH:10]=[CH:9][C:8]([C:11]([F:14])([F:13])[F:12])=[CH:7][C:5]=3[N:6]=2)=[C:17]([C:26](=[O:28])[CH3:27])[CH:18]=[C:19]([N+:23]([O-:25])=[O:24])[CH:20]=1. The yield is 0.870.